From a dataset of Forward reaction prediction with 1.9M reactions from USPTO patents (1976-2016). Predict the product of the given reaction. Given the reactants [NH:1]1[CH:5]=[N:4][C:3]([C:6]2[CH:11]=[CH:10][C:9]([C:12]3[CH:13]=[N:14][N:15]4[CH:20]=[CH:19][C:18]([N:21]5[C@@H:25]([CH:26]([CH3:28])[CH3:27])[CH2:24][O:23][C:22]5=[O:29])=[N:17][C:16]=34)=[CH:8][CH:7]=2)=[N:2]1.C([O-])([O-])=O.[Cs+].[Cs+].[P:36]([O:48][CH2:49]Cl)([O:43][C:44]([CH3:47])([CH3:46])[CH3:45])([O:38][C:39]([CH3:42])([CH3:41])[CH3:40])=[O:37], predict the reaction product. The product is: [P:36]([O:48][CH2:49][N:1]1[CH:5]=[N:4][C:3]([C:6]2[CH:7]=[CH:8][C:9]([C:12]3[CH:13]=[N:14][N:15]4[CH:20]=[CH:19][C:18]([N:21]5[C@@H:25]([CH:26]([CH3:27])[CH3:28])[CH2:24][O:23][C:22]5=[O:29])=[N:17][C:16]=34)=[CH:10][CH:11]=2)=[N:2]1)([O:38][C:39]([CH3:42])([CH3:41])[CH3:40])([O:43][C:44]([CH3:45])([CH3:46])[CH3:47])=[O:37].